From a dataset of Forward reaction prediction with 1.9M reactions from USPTO patents (1976-2016). Predict the product of the given reaction. (1) Given the reactants [O:1]=[C:2]1[CH2:7][CH2:6][N:5]([C:8]([O:10][CH2:11][C:12]2[CH:17]=[CH:16][CH:15]=[CH:14][CH:13]=2)=[O:9])[CH2:4][CH2:3]1.[Cl:18][C:19]1[CH:24]=[CH:23][CH:22]=[CH:21][C:20]=1[Mg]Br.BrC1C=CC=CC=1CO.C([Li])CCC, predict the reaction product. The product is: [Cl:18][C:19]1[CH:24]=[CH:23][CH:22]=[CH:21][C:20]=1[C:2]1([OH:1])[CH2:3][CH2:4][N:5]([C:8]([O:10][CH2:11][C:12]2[CH:17]=[CH:16][CH:15]=[CH:14][CH:13]=2)=[O:9])[CH2:6][CH2:7]1. (2) Given the reactants [C:1](OC(=O)C)(=[O:3])C.C(O)=O.[CH:11]12[NH:18][CH:15]([CH2:16][CH2:17]1)[CH2:14][C:13](=[C:19]([C:31]1[CH:32]=[N:33][CH:34]=[CH:35][CH:36]=1)[C:20]1[CH:30]=[CH:29][C:23]([C:24]([NH:26][CH2:27][CH3:28])=[O:25])=[CH:22][CH:21]=1)[CH2:12]2, predict the reaction product. The product is: [CH2:27]([NH:26][C:24](=[O:25])[C:23]1[CH:29]=[CH:30][C:20]([C:19](=[C:13]2[CH2:14][CH:15]3[N:18]([CH:1]=[O:3])[CH:11]([CH2:17][CH2:16]3)[CH2:12]2)[C:31]2[CH:32]=[N:33][CH:34]=[CH:35][CH:36]=2)=[CH:21][CH:22]=1)[CH3:28]. (3) Given the reactants [Cl:1][C:2]1[CH:7]=[CH:6][N:5]=[C:4]([CH2:8]Br)[C:3]=1[O:10][CH3:11].[C-:12]#[N:13].[Na+].O, predict the reaction product. The product is: [Cl:1][C:2]1[CH:7]=[CH:6][N:5]=[C:4]([CH2:8][C:12]#[N:13])[C:3]=1[O:10][CH3:11]. (4) Given the reactants [C:1]([O:5][C:6]([NH:8][C:9]1[S:10][CH:11]=[C:12](/[C:14](=[N:33]/[O:34][C:35]([CH3:44])([CH3:43])[C:36]([O:38][C:39]([CH3:42])([CH3:41])[CH3:40])=[O:37])/[C:15](=[O:32])[NH:16][C@H:17]2[C@@H:20]([CH2:21][N:22]3[CH:26]=[C:25]([Si](C)(C)C)[N:24]=[N:23]3)[NH:19][C:18]2=[O:31])[N:13]=1)=[O:7])([CH3:4])([CH3:3])[CH3:2].CCCC[N+](CCCC)(CCCC)CCCC.[F-], predict the reaction product. The product is: [N:22]1([CH2:21][C@@H:20]2[C@H:17]([NH:16][C:15](=[O:32])/[C:14](=[N:33]\[O:34][C:35]([CH3:44])([CH3:43])[C:36]([O:38][C:39]([CH3:42])([CH3:41])[CH3:40])=[O:37])/[C:12]3[N:13]=[C:9]([NH:8][C:6]([O:5][C:1]([CH3:3])([CH3:4])[CH3:2])=[O:7])[S:10][CH:11]=3)[C:18](=[O:31])[NH:19]2)[CH:26]=[CH:25][N:24]=[N:23]1. (5) Given the reactants Cl[C:2]1[CH:7]=[CH:6][CH:5]=[C:4]([F:8])[N:3]=1.[N:9]1[CH:14]=[CH:13][CH:12]=[C:11](B(O)O)[CH:10]=1.C(=O)([O-])[O-].[Na+].[Na+].[OH-].[Na+], predict the reaction product. The product is: [F:8][C:4]1[N:3]=[C:2]([C:11]2[CH:10]=[N:9][CH:14]=[CH:13][CH:12]=2)[CH:7]=[CH:6][CH:5]=1. (6) Given the reactants [Cl:1][C:2]1[C:6]([Cl:7])=[C:5]([CH3:8])[NH:4][C:3]=1[C:9]([NH:11][CH:12]1[CH2:17][CH2:16][N:15]([C:18]2[S:22][C:21](C(O)=O)=[N:20][N:19]=2)[CH2:14][CH2:13]1)=[O:10].C(#N)C, predict the reaction product. The product is: [Cl:1][C:2]1[C:6]([Cl:7])=[C:5]([CH3:8])[NH:4][C:3]=1[C:9]([NH:11][CH:12]1[CH2:13][CH2:14][N:15]([C:18]2[S:22][CH:21]=[N:20][N:19]=2)[CH2:16][CH2:17]1)=[O:10]. (7) Given the reactants Br[C:2]1[CH:22]=[CH:21][CH:20]=[CH:19][C:3]=1[O:4][CH:5]([C:13]1[CH:18]=[CH:17][CH:16]=[CH:15][CH:14]=1)[CH:6]1[CH2:11][NH:10][C:9](=O)[CH2:8][O:7]1.Br[C:24]1C=CC=C[C:25]=1OC(C1C=CC=CC=1)C1OCCNC1, predict the reaction product. The product is: [C:13]1([C@H:5]([O:4][C:3]2[CH:19]=[CH:20][CH:21]=[CH:22][C:2]=2[CH:24]=[CH2:25])[C@H:6]2[O:7][CH2:8][CH2:9][NH:10][CH2:11]2)[CH:18]=[CH:17][CH:16]=[CH:15][CH:14]=1. (8) The product is: [N+:12]([C:6]1[CH:7]=[CH:8][CH:9]=[C:10]2[C:5]=1[N:4]=[CH:3][C:2]([S:50]([C:37]1[CH:38]=[CH:42][CH:43]=[CH:44][CH:45]=1)(=[O:52])=[O:51])=[CH:11]2)([O-:14])=[O:13]. Given the reactants I[C:2]1[CH:3]=[N:4][C:5]2[C:10]([CH:11]=1)=[CH:9][CH:8]=[CH:7][C:6]=2[N+:12]([O-:14])=[O:13].P([O-])([O-])([O-])=O.[K+].[K+].[K+].C1(S)C=CC=CC=1.O.O.O.O.O.O.C(OO)(=O)[C:37]1[C:38](=[CH:42][CH:43]=[CH:44][CH:45]=1)C(O)=O.[Mg].[S:50]([O-])([O-:52])=[O:51].[Na+].[Na+], predict the reaction product.